From a dataset of Full USPTO retrosynthesis dataset with 1.9M reactions from patents (1976-2016). Predict the reactants needed to synthesize the given product. (1) Given the product [CH:10]1([C:8](=[O:9])[CH2:7][C:1]([O:4][CH3:5])=[O:6])[CH2:12][CH2:11]1, predict the reactants needed to synthesize it. The reactants are: [C:1](=[O:6])([O:4][CH3:5])OC.[CH3:7][C:8]([CH:10]1[CH2:12][CH2:11]1)=[O:9].CC(C)([O-])C.[K+].Cl. (2) Given the product [CH2:16]([NH:20][C:10](=[O:12])[C:9]([C:6]1[CH:7]=[CH:8][C:3]([O:2][CH3:1])=[C:4]([CH3:15])[CH:5]=1)([CH3:14])[CH3:13])[CH:17]([CH3:19])[CH3:18], predict the reactants needed to synthesize it. The reactants are: [CH3:1][O:2][C:3]1[CH:8]=[CH:7][C:6]([C:9]([CH3:14])([CH3:13])[C:10]([OH:12])=O)=[CH:5][C:4]=1[CH3:15].[CH2:16]([NH2:20])[CH:17]([CH3:19])[CH3:18]. (3) Given the product [Cl:19][C:20]1[CH:21]=[CH:22][C:23]([NH:32][C:33]2[C:38]([Cl:39])=[CH:37][N:36]=[C:35]([NH:18][C:4]3[C:3]([O:2][CH3:1])=[CH:17][C:7]4[CH2:8][CH2:9][N:10]([CH2:13][CH2:14][O:15][CH3:16])[CH2:11][CH2:12][C:6]=4[CH:5]=3)[N:34]=2)=[C:24]([S:26]([N:29]([CH3:31])[CH3:30])(=[O:27])=[O:28])[CH:25]=1, predict the reactants needed to synthesize it. The reactants are: [CH3:1][O:2][C:3]1[C:4]([NH2:18])=[CH:5][C:6]2[CH2:12][CH2:11][N:10]([CH2:13][CH2:14][O:15][CH3:16])[CH2:9][CH2:8][C:7]=2[CH:17]=1.[Cl:19][C:20]1[CH:21]=[CH:22][C:23]([NH:32][C:33]2[C:38]([Cl:39])=[CH:37][N:36]=[C:35](Cl)[N:34]=2)=[C:24]([S:26]([N:29]([CH3:31])[CH3:30])(=[O:28])=[O:27])[CH:25]=1. (4) Given the product [F:1][C:2]1[C:10]([F:11])=[CH:9][C:8]([I:12])=[CH:7][C:3]=1[C:4]([OH:6])=[O:5], predict the reactants needed to synthesize it. The reactants are: [F:1][C:2]1[C:10]([F:11])=[CH:9][CH:8]=[CH:7][C:3]=1[C:4]([OH:6])=[O:5].[I:12]N1C(=O)CCC1=O.S(=O)(O)[O-].[Na+].